Task: Predict the reaction yield, written as a fraction of the theoretical maximum amount of product (1.0 means a 100% yield; for example, 0.34 means a 34% yield).. Dataset: Reaction yield outcomes from USPTO patents with 853,638 reactions The reactants are [CH3:1][C:2]1[CH:11]=[CH:10][C:5]([C:6]([NH:8][NH2:9])=[O:7])=[CH:4][C:3]=1[CH2:12][CH2:13][CH2:14][CH2:15][CH2:16][CH2:17][CH2:18][CH2:19][CH2:20][CH2:21][CH3:22].[C:23]([C:25]1([C:28](O)=[O:29])[CH2:27][CH2:26]1)#[N:24]. No catalyst specified. The product is [C:23]([C:25]1([C:28]([NH:9][NH:8][C:6](=[O:7])[C:5]2[CH:10]=[CH:11][C:2]([CH3:1])=[C:3]([CH2:12][CH2:13][CH2:14][CH2:15][CH2:16][CH2:17][CH2:18][CH2:19][CH2:20][CH2:21][CH3:22])[CH:4]=2)=[O:29])[CH2:27][CH2:26]1)#[N:24]. The yield is 0.670.